From a dataset of Catalyst prediction with 721,799 reactions and 888 catalyst types from USPTO. Predict which catalyst facilitates the given reaction. (1) Reactant: [F:1][C:2]1[CH:7]=[CH:6][CH:5]=[C:4]([F:8])[C:3]=1[N:9]1[C:17]2[CH:16]=[CH:15][N:14]=[C:13]([O:18][CH3:19])[C:12]=2[C:11]([C:20]2[CH:25]=[CH:24][C:23]([CH:26]3[CH2:31][CH2:30][NH:29][CH2:28][CH2:27]3)=[CH:22][CH:21]=2)=[N:10]1.C(N(CC)CC)C.[C:39](Cl)(=[O:41])[CH3:40].C(=O)([O-])O.[Na+]. Product: [F:8][C:4]1[CH:5]=[CH:6][CH:7]=[C:2]([F:1])[C:3]=1[N:9]1[C:17]2[CH:16]=[CH:15][N:14]=[C:13]([O:18][CH3:19])[C:12]=2[C:11]([C:20]2[CH:25]=[CH:24][C:23]([CH:26]3[CH2:31][CH2:30][N:29]([C:39](=[O:41])[CH3:40])[CH2:28][CH2:27]3)=[CH:22][CH:21]=2)=[N:10]1. The catalyst class is: 1. (2) The catalyst class is: 7. Product: [C:19]([O:23][C:24]([N:26]1[C:34]2[C:29](=[CH:30][C:31]([O:35][CH2:36][C:37]3[CH:38]=[CH:39][CH:40]=[CH:41][CH:42]=3)=[CH:32][CH:33]=2)[C:28]([C:43]2[N:44]([C:58]([O:60][C:61]([CH3:64])([CH3:63])[CH3:62])=[O:59])[C:45]3[C:50]([CH:51]=2)=[CH:49][C:48]([OH:52])=[CH:47][CH:46]=3)=[N:27]1)=[O:25])([CH3:22])([CH3:21])[CH3:20]. Reactant: [F-].C([N+](CCCC)(CCCC)CCCC)CCC.[C:19]([O:23][C:24]([N:26]1[C:34]2[C:29](=[CH:30][C:31]([O:35][CH2:36][C:37]3[CH:42]=[CH:41][CH:40]=[CH:39][CH:38]=3)=[CH:32][CH:33]=2)[C:28]([C:43]2[N:44]([C:58]([O:60][C:61]([CH3:64])([CH3:63])[CH3:62])=[O:59])[C:45]3[C:50]([CH:51]=2)=[CH:49][C:48]([O:52][SiH2]C(C)(C)C)=[CH:47][CH:46]=3)=[N:27]1)=[O:25])([CH3:22])([CH3:21])[CH3:20].